The task is: Predict the reactants needed to synthesize the given product.. This data is from Full USPTO retrosynthesis dataset with 1.9M reactions from patents (1976-2016). (1) Given the product [CH3:1][C:2]1[S:3][C:4]([CH:12]([CH3:14])[CH3:13])=[C:5]([C:7]([OH:9])=[O:8])[N:6]=1, predict the reactants needed to synthesize it. The reactants are: [CH3:1][C:2]1[S:3][C:4]([CH:12]([CH3:14])[CH3:13])=[C:5]([C:7]([O:9]CC)=[O:8])[N:6]=1.Cl. (2) Given the product [CH3:1][O:2][C:3]([C:5]1[S:6][C:7]([C:31]2[CH:36]=[CH:35][CH:34]=[CH:33][CH:32]=2)=[CH:8][C:9]=1[N:10]([CH:11]([C:38]1[O:37][C:41]2[CH:42]=[CH:43][CH:44]=[CH:45][C:40]=2[CH:39]=1)[C:12]1[CH:17]=[CH:16][CH:15]=[CH:14][CH:13]=1)[S:19]([C:22]1[CH:27]=[C:26]([CH3:28])[C:25]([Cl:29])=[CH:24][C:23]=1[CH3:30])(=[O:21])=[O:20])=[O:4], predict the reactants needed to synthesize it. The reactants are: [CH3:1][O:2][C:3]([C:5]1[S:6][C:7]([C:31]2[CH:36]=[CH:35][CH:34]=[CH:33][CH:32]=2)=[CH:8][C:9]=1[N:10]([S:19]([C:22]1[CH:27]=[C:26]([CH3:28])[C:25]([Cl:29])=[CH:24][C:23]=1[CH3:30])(=[O:21])=[O:20])[CH2:11][C:12]1[CH:17]=[CH:16][CH:15]=[C:14](I)[CH:13]=1)=[O:4].[O:37]1[C:41]2[CH:42]=[CH:43][CH:44]=[CH:45][C:40]=2[CH:39]=[C:38]1B(O)O. (3) Given the product [NH2:11][C:9]1[N:8]=[CH:7][N:6]=[C:5]2[N:4]([C@H:12]3[CH2:17][CH2:16][C@@H:15]([N:18]4[CH2:23][CH2:22][N:21]([CH3:24])[CH2:20][CH2:19]4)[CH2:14][CH2:13]3)[N:3]=[C:2]([C:33]3[CH:34]=[CH:35][C:36]([NH:39][C:40]4[O:41][C:42]5[CH:48]=[CH:47][C:46]([O:49][C:50]([F:51])([F:52])[F:53])=[CH:45][C:43]=5[N:44]=4)=[CH:37][CH:38]=3)[C:10]=12, predict the reactants needed to synthesize it. The reactants are: I[C:2]1[C:10]2[C:5](=[N:6][CH:7]=[N:8][C:9]=2[NH2:11])[N:4]([CH:12]2[CH2:17][CH2:16][CH:15]([N:18]3[CH2:23][CH2:22][N:21]([CH3:24])[CH2:20][CH2:19]3)[CH2:14][CH2:13]2)[N:3]=1.CC1(C)C(C)(C)OB([C:33]2[CH:38]=[CH:37][C:36]([NH:39][C:40]3[O:41][C:42]4[CH:48]=[CH:47][C:46]([O:49][C:50]([F:53])([F:52])[F:51])=[CH:45][C:43]=4[N:44]=3)=[CH:35][CH:34]=2)O1.C(=O)([O-])[O-].[Na+].[Na+]. (4) Given the product [C:25]([NH:24][C:16]1[C:17]([CH3:23])=[N:18][C:19]2[C:14]([N:15]=1)=[C:13]([C:6]1[NH:5][C:4]3[C:1]([CH3:2])=[N:30][NH:31][C:9](=[O:11])[C:8]=3[CH:7]=1)[CH:22]=[CH:21][CH:20]=2)([CH3:27])([CH3:28])[CH3:26], predict the reactants needed to synthesize it. The reactants are: [C:1]([C:4]1[NH:5][C:6]([C:13]2[CH:22]=[CH:21][CH:20]=[C:19]3[C:14]=2[N:15]=[C:16]([NH:24][C:25]([CH3:28])([CH3:27])[CH3:26])[C:17]([CH3:23])=[N:18]3)=[CH:7][C:8]=1[C:9]([O:11]C)=O)(=O)[CH3:2].O.[NH2:30][NH2:31].